Dataset: Full USPTO retrosynthesis dataset with 1.9M reactions from patents (1976-2016). Task: Predict the reactants needed to synthesize the given product. (1) The reactants are: [CH3:1][N:2]1[CH2:5][C:4]2([CH2:10][CH2:9][NH:8][CH2:7][CH2:6]2)[CH2:3]1.F[C:12]1[CH:19]=[CH:18][C:17]([C:20]2[N:25]=[C:24]([NH:26][C:27]3[CH:32]=[CH:31][C:30]([N:33]4[CH2:38][CH2:37][N:36]([CH:39]5[CH2:42][O:41][CH2:40]5)[CH2:35][CH2:34]4)=[CH:29][CH:28]=3)[N:23]=[CH:22][N:21]=2)=[CH:16][C:13]=1[C:14]#[N:15]. Given the product [CH3:1][N:2]1[CH2:5][C:4]2([CH2:10][CH2:9][N:8]([C:12]3[CH:19]=[CH:18][C:17]([C:20]4[N:25]=[C:24]([NH:26][C:27]5[CH:28]=[CH:29][C:30]([N:33]6[CH2:38][CH2:37][N:36]([CH:39]7[CH2:42][O:41][CH2:40]7)[CH2:35][CH2:34]6)=[CH:31][CH:32]=5)[N:23]=[CH:22][N:21]=4)=[CH:16][C:13]=3[C:14]#[N:15])[CH2:7][CH2:6]2)[CH2:3]1, predict the reactants needed to synthesize it. (2) Given the product [ClH:28].[I:1][C:2]1[CH:7]=[CH:6][C:5]([CH2:8][N:9]2[CH:13]=[CH:12][C:11]([NH:14][C:15]([C:17]3[CH:22]=[CH:21][N:20]=[CH:19][C:18]=3[CH3:23])=[O:16])=[N:10]2)=[C:4]([C:24]([F:27])([F:25])[F:26])[CH:3]=1, predict the reactants needed to synthesize it. The reactants are: [I:1][C:2]1[CH:7]=[CH:6][C:5]([CH2:8][N:9]2[CH:13]=[CH:12][C:11]([NH:14][C:15]([C:17]3[CH:22]=[CH:21][N:20]=[CH:19][C:18]=3[CH3:23])=[O:16])=[N:10]2)=[C:4]([C:24]([F:27])([F:26])[F:25])[CH:3]=1.[ClH:28].O1CCOCC1.